From a dataset of Full USPTO retrosynthesis dataset with 1.9M reactions from patents (1976-2016). Predict the reactants needed to synthesize the given product. (1) Given the product [NH2:19][C:13]1[C:12]2[N:20]=[C:9]([CH2:8][NH:7][C:4]([CH:1]3[CH2:3][CH2:2]3)=[O:5])[N:10]([CH2:21][CH:22]([CH3:24])[CH3:23])[C:11]=2[C:16]([CH3:17])=[C:15]([CH3:18])[N:14]=1, predict the reactants needed to synthesize it. The reactants are: [CH:1]1([C:4](Cl)=[O:5])[CH2:3][CH2:2]1.[NH2:7][CH2:8][C:9]1[N:10]([CH2:21][CH:22]([CH3:24])[CH3:23])[C:11]2[C:16]([CH3:17])=[C:15]([CH3:18])[N:14]=[C:13]([NH2:19])[C:12]=2[N:20]=1.C(N(CC)CC)C. (2) Given the product [C:17]([O:21][C:22]([N:24]1[CH2:29][CH2:28][C:27]([C:2]2[CH:7]=[C:6]([F:8])[CH:5]=[CH:4][C:3]=2[SH:9])([OH:30])[CH2:26][CH2:25]1)=[O:23])([CH3:20])([CH3:18])[CH3:19], predict the reactants needed to synthesize it. The reactants are: Br[C:2]1[CH:7]=[C:6]([F:8])[CH:5]=[CH:4][C:3]=1[SH:9].C[Li].C([Li])(C)(C)C.[C:17]([O:21][C:22]([N:24]1[CH2:29][CH2:28][C:27](=[O:30])[CH2:26][CH2:25]1)=[O:23])([CH3:20])([CH3:19])[CH3:18]. (3) Given the product [CH:32]1([C:17]2[CH:22]=[C:21]([N:12]3[CH2:13][CH2:14][N:10]([C:5]4[CH:6]=[N:7][CH:8]=[CH:9][C:4]=4[CH:1]4[CH2:3][CH2:2]4)[C:11]3=[O:15])[CH:20]=[C:19]([C:24]([F:27])([F:26])[F:25])[N:18]=2)[CH2:33][CH2:28]1, predict the reactants needed to synthesize it. The reactants are: [CH:1]1([C:4]2[CH:9]=[CH:8][N:7]=[CH:6][C:5]=2[N:10]2[CH2:14][CH2:13][NH:12][C:11]2=[O:15])[CH2:3][CH2:2]1.Cl[C:17]1[CH:22]=[C:21](I)[CH:20]=[C:19]([C:24]([F:27])([F:26])[F:25])[N:18]=1.[C@@H:28]1(N)[CH2:33][CH2:32]CC[C@H]1N.P([O-])([O-])([O-])=O.[K+].[K+].[K+].